Dataset: Reaction yield outcomes from USPTO patents with 853,638 reactions. Task: Predict the reaction yield, written as a fraction of the theoretical maximum amount of product (1.0 means a 100% yield; for example, 0.34 means a 34% yield). (1) The reactants are [O:1]=[C:2]1[CH2:7][CH2:6][CH:5]([N:8]2[C:13](=[O:14])[C:12]([CH2:15][C:16]3[CH:21]=[CH:20][C:19]([C:22]4[CH:27]=[CH:26][CH:25]=[CH:24][C:23]=4[C:28]4[NH:32][C:31](=[O:33])[O:30][N:29]=4)=[CH:18][CH:17]=3)=[C:11]([CH2:34][CH2:35][CH3:36])[N:10]3[N:37]=[CH:38][N:39]=[C:9]23)[CH2:4][CH2:3]1.[CH2:40](O)[CH2:41][CH2:42][OH:43].CC1C=CC(S(O)(=O)=O)=CC=1.C(=O)([O-])O.[Na+]. The catalyst is C1(C)C=CC=CC=1. The product is [O:43]1[C:2]2([CH2:7][CH2:6][CH:5]([N:8]3[C:13](=[O:14])[C:12]([CH2:15][C:16]4[CH:17]=[CH:18][C:19]([C:22]5[CH:27]=[CH:26][CH:25]=[CH:24][C:23]=5[C:28]5[NH:32][C:31](=[O:33])[O:30][N:29]=5)=[CH:20][CH:21]=4)=[C:11]([CH2:34][CH2:35][CH3:36])[N:10]4[N:37]=[CH:38][N:39]=[C:9]34)[CH2:4][CH2:3]2)[O:1][CH2:40][CH2:41][CH2:42]1. The yield is 0.390. (2) The reactants are [F:1][C:2]1[C:3]([NH:23][C:24]2[CH:29]=[CH:28][C:27](I)=[CH:26][C:25]=2[F:31])=[C:4]([CH:12]=[C:13]([CH2:16][N:17]2[C:21](=[O:22])[CH2:20][CH2:19][O:18]2)[C:14]=1[F:15])[C:5]([NH:7][O:8][CH2:9][CH2:10][OH:11])=[O:6].[CH:32](N(CC)C(C)C)(C)[CH3:33].C[Si](C#C)(C)C.[F-].C([N+](CCCC)(CCCC)CCCC)CCC. The catalyst is CO.C(Cl)Cl.CC#N.CC#N.Cl[Pd]Cl.[Cu](I)I. The product is [C:32]([C:27]1[CH:28]=[CH:29][C:24]([NH:23][C:3]2[C:2]([F:1])=[C:14]([F:15])[C:13]([CH2:16][N:17]3[C:21](=[O:22])[CH2:20][CH2:19][O:18]3)=[CH:12][C:4]=2[C:5]([NH:7][O:8][CH2:9][CH2:10][OH:11])=[O:6])=[C:25]([F:31])[CH:26]=1)#[CH:33]. The yield is 0.370.